From a dataset of Full USPTO retrosynthesis dataset with 1.9M reactions from patents (1976-2016). Predict the reactants needed to synthesize the given product. (1) Given the product [Cl:23][C:8]1[N:7]=[C:6]([NH:10][CH:11]2[CH2:13][CH2:12]2)[N:5]=[C:4]([C:14]2[CH:19]=[CH:18][C:17]([CH3:20])=[CH:16][CH:15]=2)[C:3]=1[C:1]#[N:2], predict the reactants needed to synthesize it. The reactants are: [C:1]([C:3]1[C:8](=O)[NH:7][C:6]([NH:10][CH:11]2[CH2:13][CH2:12]2)=[N:5][C:4]=1[C:14]1[CH:19]=[CH:18][C:17]([CH3:20])=[CH:16][CH:15]=1)#[N:2].O=P(Cl)(Cl)[Cl:23]. (2) Given the product [CH:1]1([C:6]2[C:14]3[O:13][CH:12]([CH2:15][NH:16][C:27](=[O:28])[O:29][CH2:30][C:31]4[CH:36]=[CH:35][CH:34]=[CH:33][CH:32]=4)[CH2:11][C:10]=3[CH:9]=[CH:8][CH:7]=2)[CH2:2][CH2:3][CH2:4][CH2:5]1, predict the reactants needed to synthesize it. The reactants are: [CH:1]1([C:6]2[C:14]3[O:13][CH:12]([CH2:15][NH2:16])[CH2:11][C:10]=3[CH:9]=[CH:8][CH:7]=2)[CH2:5][CH2:4][CH2:3][CH2:2]1.C(N(C(C)C)CC)(C)C.Cl[C:27]([O:29][CH2:30][C:31]1[CH:36]=[CH:35][CH:34]=[CH:33][CH:32]=1)=[O:28]. (3) Given the product [CH:14]1([CH2:13][C@H:9]([NH:8][C:6](=[O:7])[O:5][C:1]([CH3:2])([CH3:3])[CH3:4])[C:10]([N:34]([O:35][CH3:36])[CH3:33])=[O:12])[CH2:18][CH2:17][CH2:16][CH2:15]1, predict the reactants needed to synthesize it. The reactants are: [C:1]([O:5][C:6]([NH:8][C@@H:9]([CH2:13][CH:14]1[CH2:18][CH2:17][CH2:16][CH2:15]1)[C:10]([OH:12])=O)=[O:7])([CH3:4])([CH3:3])[CH3:2].ClC(OCC)=O.CN1CCOCC1.Cl.[CH3:33][NH:34][O:35][CH3:36]. (4) Given the product [Cl:22][C:23]1[C:28]([C:29]([NH:1][C:2]2[CH:3]=[C:4]([NH:10][S:11]([CH3:14])(=[O:13])=[O:12])[CH:5]=[C:6]([O:8][CH3:9])[CH:7]=2)=[O:30])=[C:27]([Cl:32])[N:26]=[CH:25][N:24]=1, predict the reactants needed to synthesize it. The reactants are: [NH2:1][C:2]1[CH:3]=[C:4]([NH:10][S:11]([CH3:14])(=[O:13])=[O:12])[CH:5]=[C:6]([O:8][CH3:9])[CH:7]=1.C(N(CC)CC)C.[Cl:22][C:23]1[C:28]([C:29](Cl)=[O:30])=[C:27]([Cl:32])[N:26]=[CH:25][N:24]=1. (5) Given the product [F:18][C:15]1[CH:16]=[CH:17][C:12]([C:7]2[C:6]([CH2:4][OH:3])=[C:10]([CH3:11])[O:9][N:8]=2)=[N:13][CH:14]=1, predict the reactants needed to synthesize it. The reactants are: C([O:3][C:4]([C:6]1[C:7]([C:12]2[CH:17]=[CH:16][C:15]([F:18])=[CH:14][N:13]=2)=[N:8][O:9][C:10]=1[CH3:11])=O)C.O.[OH-].[Na+]. (6) Given the product [N:6]1[CH:11]=[CH:10][C:9]([N:21]2[CH2:22][CH2:23][C:18](=[O:17])[CH2:19][CH2:20]2)=[CH:8][CH:7]=1, predict the reactants needed to synthesize it. The reactants are: [Cr](Cl)([O-])(=O)=O.[NH+:6]1[CH:11]=[CH:10][CH:9]=[CH:8][CH:7]=1.C([O-])(=O)C.[Na+].[OH:17][CH:18]1[CH2:23][CH2:22][NH:21][CH2:20][CH2:19]1.[OH-].[Na+]. (7) Given the product [C:23]([C:15]1[C:14]([O:25][CH3:26])=[C:13]([CH2:12][N:10]([CH3:11])[C:8](=[O:9])[CH:7]([N:4]2[CH2:5][CH2:6][C@H:2]([N:1]3[C:37](=[O:38])[CH2:36][CH2:35][C:34]3=[O:39])[CH2:3]2)[C:27]2[CH:32]=[CH:31][C:30]([F:33])=[CH:29][CH:28]=2)[C:22]2[C:17]([CH:16]=1)=[CH:18][CH:19]=[CH:20][CH:21]=2)#[N:24], predict the reactants needed to synthesize it. The reactants are: [NH2:1][C@H:2]1[CH2:6][CH2:5][N:4]([CH:7]([C:27]2[CH:32]=[CH:31][C:30]([F:33])=[CH:29][CH:28]=2)[C:8]([N:10]([CH2:12][C:13]2[C:22]3[C:17](=[CH:18][CH:19]=[CH:20][CH:21]=3)[CH:16]=[C:15]([C:23]#[N:24])[C:14]=2[O:25][CH3:26])[CH3:11])=[O:9])[CH2:3]1.[C:34]1(=O)[O:39][C:37](=[O:38])[CH2:36][CH2:35]1.C(N(CC)CC)C. (8) Given the product [Cl:1][C:2]1[CH:7]=[CH:6][CH:5]=[CH:4][C:3]=1[C:8]1[CH:13]=[CH:12][N:11]=[CH:10][C:9]=1[N:14]([CH2:15][CH2:16][S:17]([CH3:20])(=[O:19])=[O:18])[C:26](=[O:27])[C:25]1[CH:29]=[C:30]([C:32]([F:33])([F:34])[F:35])[CH:31]=[C:23]([C:22]([F:21])([F:36])[F:37])[CH:24]=1, predict the reactants needed to synthesize it. The reactants are: [Cl:1][C:2]1[CH:7]=[CH:6][CH:5]=[CH:4][C:3]=1[C:8]1[CH:13]=[CH:12][N:11]=[CH:10][C:9]=1[NH:14][CH2:15][CH2:16][S:17]([CH3:20])(=[O:19])=[O:18].[F:21][C:22]([F:37])([F:36])[C:23]1[CH:24]=[C:25]([CH:29]=[C:30]([C:32]([F:35])([F:34])[F:33])[CH:31]=1)[C:26](Cl)=[O:27]. (9) The reactants are: [C:1]1([C:7]#[C:8][C:9]2[CH:14]=[CH:13][CH:12]=[CH:11][CH:10]=2)[CH:6]=[CH:5][CH:4]=[CH:3][CH:2]=1.C(O)=O.[Al].C1(/C=C\C2C=CC=CC=2)C=CC=CC=1. Given the product [C:1]1(/[CH:7]=[CH:8]/[C:9]2[CH:10]=[CH:11][CH:12]=[CH:13][CH:14]=2)[CH:6]=[CH:5][CH:4]=[CH:3][CH:2]=1, predict the reactants needed to synthesize it.